Dataset: Peptide-MHC class II binding affinity with 134,281 pairs from IEDB. Task: Regression. Given a peptide amino acid sequence and an MHC pseudo amino acid sequence, predict their binding affinity value. This is MHC class II binding data. (1) The peptide sequence is AFKVAATAANAAGAN. The MHC is DRB1_0802 with pseudo-sequence DRB1_0802. The binding affinity (normalized) is 0.655. (2) The peptide sequence is RGDSRLTYQWHKEGS. The MHC is DRB1_0901 with pseudo-sequence DRB1_0901. The binding affinity (normalized) is 0.416. (3) The peptide sequence is LGTCQTLTPMMSSKF. The MHC is HLA-DQA10104-DQB10503 with pseudo-sequence HLA-DQA10104-DQB10503. The binding affinity (normalized) is 0.119. (4) The peptide sequence is QKLIEDVNASFRAAM. The MHC is HLA-DQA10501-DQB10301 with pseudo-sequence HLA-DQA10501-DQB10301. The binding affinity (normalized) is 0.576. (5) The peptide sequence is TAAVELARALVRAVA. The MHC is HLA-DQA10501-DQB10201 with pseudo-sequence HLA-DQA10501-DQB10201. The binding affinity (normalized) is 0.610. (6) The peptide sequence is CTNAKVTAKGVSEAN. The MHC is DRB1_0901 with pseudo-sequence DRB1_0901. The binding affinity (normalized) is 0.0807. (7) The peptide sequence is YDKFNANVSTVLTGK. The MHC is DRB1_0401 with pseudo-sequence DRB1_0401. The binding affinity (normalized) is 0.577.